Dataset: Full USPTO retrosynthesis dataset with 1.9M reactions from patents (1976-2016). Task: Predict the reactants needed to synthesize the given product. (1) Given the product [F:1][C:2]1[C:3]([O:15][CH3:18])=[C:4]2[C:25](=[CH:9][CH:10]=1)[N:24]([CH3:23])[CH:26]=[C:5]2[CH2:11][C:12]([OH:14])=[O:13], predict the reactants needed to synthesize it. The reactants are: [F:1][C:2]1[C:3]([OH:15])=[C:4]2C(=[CH:9][CH:10]=1)NC=[C:5]2[CH2:11][C:12]([OH:14])=[O:13].[OH-].[K+].[CH3:18]I.[OH-].[Na+].Cl.[CH3:23][N:24]([CH:26]=O)[CH3:25]. (2) Given the product [CH3:3][CH:2]([C@H:4]([NH2:23])[C:5]([O:7][CH2:8][CH2:9][O:10][CH2:11][N:12]1[C:16]2[NH:17][C:18]([NH2:22])=[N:19][C:20](=[O:21])[C:15]=2[N:14]=[CH:13]1)=[O:6])[CH3:1].[OH2:6].[ClH:24], predict the reactants needed to synthesize it. The reactants are: [CH3:1][CH:2]([C@H:4]([NH2:23])[C:5]([O:7][CH2:8][CH2:9][O:10][CH2:11][N:12]1[C:16]2[NH:17][C:18]([NH2:22])=[N:19][C:20](=[O:21])[C:15]=2[N:14]=[CH:13]1)=[O:6])[CH3:3].[ClH:24]. (3) Given the product [CH2:1]([O:3][C:4](=[O:14])[C:5]1[CH:10]=[C:9]([I:11])[C:8]([O:12][CH2:15][CH2:16][OH:17])=[C:7]([Br:13])[CH:6]=1)[CH3:2], predict the reactants needed to synthesize it. The reactants are: [CH2:1]([O:3][C:4](=[O:14])[C:5]1[CH:10]=[C:9]([I:11])[C:8]([OH:12])=[C:7]([Br:13])[CH:6]=1)[CH3:2].[CH2:15](O)[CH2:16][OH:17].C1(P(C2C=CC=CC=2)C2C=CC=CC=2)C=CC=CC=1.N(C(OC(C)C)=O)=NC(OC(C)C)=O. (4) Given the product [NH:4]1[C:12]2[C:7](=[CH:8][C:9]([C:13]3[NH:14][C:15]4[N:16]([N:20]=[CH:21][C:22]=4[C:23]4[CH:28]=[CH:27][CH:26]=[CH:25][N:24]=4)[C:17](=[O:19])[CH:18]=3)=[CH:10][CH:11]=2)[CH:6]=[N:5]1, predict the reactants needed to synthesize it. The reactants are: COC[N:4]1[C:12]2[C:7](=[CH:8][C:9]([C:13]3[NH:14][C:15]4[N:16]([N:20]=[CH:21][C:22]=4[C:23]4[CH:28]=[CH:27][CH:26]=[CH:25][N:24]=4)[C:17](=[O:19])[CH:18]=3)=[CH:10][CH:11]=2)[CH:6]=[N:5]1.Cl.